From a dataset of NCI-60 drug combinations with 297,098 pairs across 59 cell lines. Regression. Given two drug SMILES strings and cell line genomic features, predict the synergy score measuring deviation from expected non-interaction effect. (1) Drug 1: CC1C(C(CC(O1)OC2CC(CC3=C2C(=C4C(=C3O)C(=O)C5=C(C4=O)C(=CC=C5)OC)O)(C(=O)CO)O)N)O.Cl. Drug 2: C1CCN(CC1)CCOC2=CC=C(C=C2)C(=O)C3=C(SC4=C3C=CC(=C4)O)C5=CC=C(C=C5)O. Cell line: T-47D. Synergy scores: CSS=14.5, Synergy_ZIP=-0.918, Synergy_Bliss=1.76, Synergy_Loewe=3.34, Synergy_HSA=4.85. (2) Drug 1: CN1CCC(CC1)COC2=C(C=C3C(=C2)N=CN=C3NC4=C(C=C(C=C4)Br)F)OC. Drug 2: C1=C(C(=O)NC(=O)N1)F. Cell line: IGROV1. Synergy scores: CSS=67.5, Synergy_ZIP=6.01, Synergy_Bliss=5.63, Synergy_Loewe=2.10, Synergy_HSA=9.45. (3) Drug 1: C1CC(=O)NC(=O)C1N2CC3=C(C2=O)C=CC=C3N. Drug 2: CC12CCC3C(C1CCC2=O)CC(=C)C4=CC(=O)C=CC34C. Cell line: SK-OV-3. Synergy scores: CSS=31.2, Synergy_ZIP=5.70, Synergy_Bliss=3.13, Synergy_Loewe=3.89, Synergy_HSA=4.11. (4) Drug 1: C(CN)CNCCSP(=O)(O)O. Drug 2: CC12CCC3C(C1CCC2OP(=O)(O)O)CCC4=C3C=CC(=C4)OC(=O)N(CCCl)CCCl.[Na+]. Cell line: IGROV1. Synergy scores: CSS=5.70, Synergy_ZIP=-1.03, Synergy_Bliss=0.278, Synergy_Loewe=-4.24, Synergy_HSA=-1.51. (5) Drug 1: C1=NC(=NC(=O)N1C2C(C(C(O2)CO)O)O)N. Drug 2: C1CN1C2=NC(=NC(=N2)N3CC3)N4CC4. Cell line: HCC-2998. Synergy scores: CSS=16.6, Synergy_ZIP=-1.91, Synergy_Bliss=-2.93, Synergy_Loewe=-1.13, Synergy_HSA=2.03.